Task: Predict the reaction yield, written as a fraction of the theoretical maximum amount of product (1.0 means a 100% yield; for example, 0.34 means a 34% yield).. Dataset: Reaction yield outcomes from USPTO patents with 853,638 reactions (1) The reactants are O=C1C2C=C(C=O)C=CC=2C(=O)C2C1=CC=CC=2.[C:19]1([NH:25][C:26]2[CH:31]=[CH:30][CH:29]=[CH:28][C:27]=2[NH2:32])C=CC=CC=1.C1(C)C=CC=CC=1. The catalyst is C(O)(=O)C. The product is [N:32]1[C:27]2[CH:28]=[CH:29][CH:30]=[CH:31][C:26]=2[NH:25][CH:19]=1. The yield is 0.410. (2) The product is [C:24]([CH:8]1[C:9]2[C:4](=[C:3]([O:2][CH3:1])[CH:12]=[CH:11][CH:10]=2)[CH2:5][CH2:6][C:7]1([NH2:16])[C:13]([OH:15])=[O:14])([O:25][CH2:26][CH:27]1[C:28]2[C:33](=[CH:32][CH:31]=[CH:30][CH:29]=2)[C:34]2[C:39]1=[CH:38][CH:37]=[CH:36][CH:35]=2)=[O:40]. The catalyst is C(#N)C.O. The yield is 0.710. The reactants are [CH3:1][O:2][C:3]1[CH:12]=[CH:11][CH:10]=[C:9]2[C:4]=1[CH2:5][CH2:6][C:7]([NH2:16])([C:13]([OH:15])=[O:14])[CH2:8]2.C(N(CC)CC)C.[C:24](=O)([O:40]N1C(=O)CCC1=O)[O:25][CH2:26][CH:27]1[C:39]2[CH:38]=[CH:37][CH:36]=[CH:35][C:34]=2[C:33]2[C:28]1=[CH:29][CH:30]=[CH:31][CH:32]=2. (3) The reactants are Cl.[NH2:2][C:3]([NH2:5])=[NH:4].[F:6][C:7]1[CH:14]=[CH:13][C:10]([CH:11]=O)=[CH:9][CH:8]=1.[CH3:15][CH:16]([CH3:26])[C:17](=O)[CH2:18][C:19]([O:21][CH:22]([CH3:24])[CH3:23])=[O:20].C(=O)([O-])[O-].[K+].[K+]. The catalyst is CN(C=O)C. The product is [NH2:4][C:3]1[NH:5][CH:17]([CH:16]([CH3:26])[CH3:15])[C:18]([C:19]([O:21][CH:22]([CH3:23])[CH3:24])=[O:20])=[C:11]([C:10]2[CH:13]=[CH:14][C:7]([F:6])=[CH:8][CH:9]=2)[N:2]=1. The yield is 0.670. (4) The reactants are [CH3:1][C:2]1[C:3]2[CH:17]=[CH:16][C:15](=[O:18])[N:14]([CH3:19])[C:4]=2[N:5]=[C:6]([O:8][CH2:9][CH2:10][CH2:11][CH:12]=O)[N:7]=1.FC(F)(F)C(O)=O.[F:27][C:28]1[CH:37]=[C:36]2[C:31]([CH:32]=[CH:33][CH:34]=[C:35]2[N:38]2[CH2:43][CH2:42][NH:41][CH2:40][CH2:39]2)=[CH:30][CH:29]=1.C(N(CC)CC)C.C(O[BH-](OC(=O)C)OC(=O)C)(=O)C.[Na+]. The yield is 0.624. The catalyst is C(Cl)Cl. The product is [F:27][C:28]1[CH:37]=[C:36]2[C:31]([CH:32]=[CH:33][CH:34]=[C:35]2[N:38]2[CH2:43][CH2:42][N:41]([CH2:12][CH2:11][CH2:10][CH2:9][O:8][C:6]3[N:7]=[C:2]([CH3:1])[C:3]4[CH:17]=[CH:16][C:15](=[O:18])[N:14]([CH3:19])[C:4]=4[N:5]=3)[CH2:40][CH2:39]2)=[CH:30][CH:29]=1. (5) The catalyst is C(O)C. The yield is 0.940. The reactants are [NH2:1][C:2]([C:4]1[CH:5]=[N:6][C:7]2[C:12]([C:13]=1[NH:14][C:15]1[CH:16]=[C:17]([CH:23]=[CH:24][CH:25]=1)[C:18]([O:20]CC)=[O:19])=[CH:11][CH:10]=[C:9]([C:26]1[CH:31]=[CH:30][N:29]=[C:28]([O:32][CH3:33])[C:27]=1[O:34][CH3:35])[CH:8]=2)=[O:3].[OH-].[Na+]. The product is [NH2:1][C:2]([C:4]1[CH:5]=[N:6][C:7]2[C:12]([C:13]=1[NH:14][C:15]1[CH:16]=[C:17]([CH:23]=[CH:24][CH:25]=1)[C:18]([OH:20])=[O:19])=[CH:11][CH:10]=[C:9]([C:26]1[CH:31]=[CH:30][N:29]=[C:28]([O:32][CH3:33])[C:27]=1[O:34][CH3:35])[CH:8]=2)=[O:3].